From a dataset of Forward reaction prediction with 1.9M reactions from USPTO patents (1976-2016). Predict the product of the given reaction. (1) Given the reactants [C:1](Cl)(=O)[C:2](Cl)=O.[Cl:7][C:8]1[CH:16]=[CH:15][C:14]([C:17]2[CH:22]=[CH:21][CH:20]=[CH:19][N:18]=2)=[CH:13][C:9]=1[C:10]([NH2:12])=[O:11].ClC1C=CC(N2C=CN=N2)=CC=1C(N[C:29](=[O:44])[NH:30][C:31]1[S:32][C:33]2[CH:39]=[C:38]([S:40]([CH3:43])(=[O:42])=[O:41])[CH:37]=[CH:36][C:34]=2[N:35]=1)=O.[CH3:54][N:55]1[CH2:60][CH2:59][NH:58][CH2:57][CH2:56]1, predict the reaction product. The product is: [Cl:7][C:8]1[CH:16]=[CH:15][C:14]([C:17]2[CH:22]=[CH:21][CH:20]=[CH:19][N:18]=2)=[CH:13][C:9]=1[C:10]([NH:12][C:29](=[O:44])[NH:30][C:31]1[S:32][C:33]2[CH:39]=[C:38]([S:40]([CH2:43][CH2:60][CH2:59][N:58]3[CH2:2][CH2:1][N:55]([CH3:54])[CH2:56][CH2:57]3)(=[O:41])=[O:42])[CH:37]=[CH:36][C:34]=2[N:35]=1)=[O:11]. (2) Given the reactants [O:1]=[C:2]1[N:6]([CH:7]2[CH2:12][CH2:11][N:10]([C:13]3([CH3:25])[CH2:17][CH2:16][N:15](C(OC(C)(C)C)=O)[CH2:14]3)[CH2:9][CH2:8]2)[C@H:5]2[CH2:26][CH2:27][CH2:28][CH2:29][C@@H:4]2[NH:3]1.Cl, predict the reaction product. The product is: [CH3:25][C:13]1([N:10]2[CH2:11][CH2:12][CH:7]([N:6]3[C@H:5]4[CH2:26][CH2:27][CH2:28][CH2:29][C@@H:4]4[NH:3][C:2]3=[O:1])[CH2:8][CH2:9]2)[CH2:17][CH2:16][NH:15][CH2:14]1. (3) Given the reactants [Cl:1][C:2]1[N:11]=[C:10](Cl)[C:9]2[C:4](=[CH:5][CH:6]=[CH:7][CH:8]=2)[N:3]=1.[CH3:13][NH:14][CH2:15][CH:16]([C:23]1[CH:28]=[CH:27][CH:26]=[CH:25][CH:24]=1)[C:17]1[CH:22]=[CH:21][CH:20]=[CH:19][CH:18]=1.C(N(CC)CC)C, predict the reaction product. The product is: [Cl:1][C:2]1[N:11]=[C:10]([N:14]([CH2:15][CH:16]([C:17]2[CH:22]=[CH:21][CH:20]=[CH:19][CH:18]=2)[C:23]2[CH:28]=[CH:27][CH:26]=[CH:25][CH:24]=2)[CH3:13])[C:9]2[C:4](=[CH:5][CH:6]=[CH:7][CH:8]=2)[N:3]=1. (4) Given the reactants [CH3:1][O:2][C:3]1[CH:4]=[C:5]([CH:9]=[CH:10][CH:11]=1)[CH2:6][Mg]Cl.[I:12][C:13]1[CH:24]=[CH:23][C:16]([C:17](N(OC)C)=[O:18])=[CH:15][CH:14]=1, predict the reaction product. The product is: [I:12][C:13]1[CH:14]=[CH:15][C:16]([C:17](=[O:18])[CH:6]([C:5]2[CH:9]=[CH:10][CH:11]=[C:3]([O:2][CH3:1])[CH:4]=2)[CH2:6][C:5]2[CH:9]=[CH:10][CH:11]=[C:3]([O:2][CH3:1])[CH:4]=2)=[CH:23][CH:24]=1. (5) Given the reactants [N+:1]([C:4]1[CH:12]=[CH:11][CH:10]=[C:6]([C:7]([OH:9])=[O:8])[C:5]=1[C:13]([OH:15])=[O:14])([O-:3])=[O:2].COC(=O)[O-].[CH3:21][NH+:22]1[CH2:26][CH:25]([CH3:27])[N:24]([CH3:28])[CH:23]1[CH3:29], predict the reaction product. The product is: [CH3:21][NH+:22]1[CH2:26][CH:25]([CH3:27])[N:24]([CH3:28])[CH:23]1[CH3:29].[N+:1]([C:4]1[CH:12]=[CH:11][CH:10]=[C:6]([C:7]([O-:9])=[O:8])[C:5]=1[C:13]([O-:15])=[O:14])([O-:3])=[O:2]. (6) Given the reactants [NH2:1][C:2]1[C:6]([C:7]([OH:9])=O)=[CH:5][NH:4][N:3]=1.Cl.[O:11]([CH2:18][CH2:19][C@@H:20]1[CH2:25][CH2:24][C@H:23]([CH2:26][NH2:27])[CH2:22][CH2:21]1)[C:12]1[CH:17]=[CH:16][CH:15]=[CH:14][CH:13]=1, predict the reaction product. The product is: [NH2:1][C:2]1[C:6]([C:7]([NH:27][CH2:26][C@H:23]2[CH2:22][CH2:21][C@@H:20]([CH2:19][CH2:18][O:11][C:12]3[CH:13]=[CH:14][CH:15]=[CH:16][CH:17]=3)[CH2:25][CH2:24]2)=[O:9])=[CH:5][NH:4][N:3]=1. (7) Given the reactants [F:1][C:2]([F:8])([F:7])[S:3]([O-:6])(=[O:5])=[O:4].[K+].[Br-].[O:11]=[C:12]([CH2:20][CH3:21])[CH2:13][S+:14]1[CH2:19][CH2:18][CH2:17][CH2:16][CH2:15]1, predict the reaction product. The product is: [F:1][C:2]([F:8])([F:7])[S:3]([O-:6])(=[O:5])=[O:4].[O:11]=[C:12]([CH2:20][CH3:21])[CH2:13][S+:14]1[CH2:19][CH2:18][CH2:17][CH2:16][CH2:15]1. (8) Given the reactants C([S-])C.[Na+].[CH2:5]([O:12][C@@H:13]1[C@@H:18]([O:19][CH2:20][C:21]2[CH:26]=[CH:25][CH:24]=[CH:23][CH:22]=2)[C@H:17]([O:27][CH2:28][C:29]2[CH:34]=[CH:33][CH:32]=[CH:31][CH:30]=2)[C@@H:16]([CH2:35][O:36][CH2:37][C:38]2[CH:43]=[CH:42][CH:41]=[CH:40][CH:39]=2)[O:15][C@:14]1([C:48]1[CH:53]=[C:52]([CH2:54][C:55]2[CH:60]=[CH:59][C:58]([CH2:61][CH3:62])=[CH:57][CH:56]=2)[C:51]([Cl:63])=[CH:50][C:49]=1[O:64]C)[CH2:44][C:45]([CH3:47])=[CH2:46])[C:6]1[CH:11]=[CH:10][CH:9]=[CH:8][CH:7]=1, predict the reaction product. The product is: [Cl:63][C:51]1[C:52]([CH2:54][C:55]2[CH:60]=[CH:59][C:58]([CH2:61][CH3:62])=[CH:57][CH:56]=2)=[CH:53][C:48]([C@@:14]2([CH2:44][C:45]([CH3:47])=[CH2:46])[C@H:13]([O:12][CH2:5][C:6]3[CH:7]=[CH:8][CH:9]=[CH:10][CH:11]=3)[C@@H:18]([O:19][CH2:20][C:21]3[CH:26]=[CH:25][CH:24]=[CH:23][CH:22]=3)[C@H:17]([O:27][CH2:28][C:29]3[CH:34]=[CH:33][CH:32]=[CH:31][CH:30]=3)[C@@H:16]([CH2:35][O:36][CH2:37][C:38]3[CH:39]=[CH:40][CH:41]=[CH:42][CH:43]=3)[O:15]2)=[C:49]([OH:64])[CH:50]=1.